This data is from HIV replication inhibition screening data with 41,000+ compounds from the AIDS Antiviral Screen. The task is: Binary Classification. Given a drug SMILES string, predict its activity (active/inactive) in a high-throughput screening assay against a specified biological target. (1) The drug is CCN(CC)CCCCCCNc1cc(OC)cc2c(C)ccnc12. The result is 0 (inactive). (2) The molecule is COc1cc2c(c(OC)c1OC)-c1ccc(OC)c(=O)cc1C(NC(=O)COc1ccccc1)CC2. The result is 0 (inactive).